From a dataset of Full USPTO retrosynthesis dataset with 1.9M reactions from patents (1976-2016). Predict the reactants needed to synthesize the given product. (1) The reactants are: [F:1][C:2]1[CH:3]=[C:4]([OH:9])[CH:5]=[CH:6][C:7]=1[F:8].[C:10](=[O:13])([O-])[O-:11].[Cs+].[Cs+].[CH3:16][O:17][CH2:18][CH2:19]Br.O. Given the product [F:1][C:2]1[C:7]([F:8])=[CH:6][CH:5]=[C:4]([O:9][CH2:19][CH2:18][O:17][CH3:16])[C:3]=1[C:10]([OH:11])=[O:13], predict the reactants needed to synthesize it. (2) Given the product [NH2:1][C:2]1[C:14]2[C:13]3[CH2:12][CH2:11][CH2:10][CH2:9][C:8]=3[N:7]=[N:6][C:5]=2[S:4][C:3]=1[C:15]([OH:17])=[O:16], predict the reactants needed to synthesize it. The reactants are: [NH2:1][C:2]1[C:14]2[C:13]3[CH2:12][CH2:11][CH2:10][CH2:9][C:8]=3[N:7]=[N:6][C:5]=2[S:4][C:3]=1[C:15]([O:17]C)=[O:16].[OH-].[K+].Cl. (3) Given the product [F:26][C:27]1[CH:28]=[C:29]([NH:34][C:35]2[N:36]=[C:37]([N:15]3[C:11]([CH3:10])=[CH:12][C:13]([C:16]([F:19])([F:18])[F:17])=[N:14]3)[C:38]([C:45]3[CH:46]=[C:47](/[CH:51]=[CH:52]/[C:53]([O:55][CH2:56][CH3:57])=[O:54])[CH:48]=[CH:49][CH:50]=3)=[CH:39][N:40]=2)[CH:30]=[C:31]([F:33])[CH:32]=1, predict the reactants needed to synthesize it. The reactants are: FC(F)(F)C1C=CNN=1.[CH3:10][C:11]1[NH:15][N:14]=[C:13]([C:16]([F:19])([F:18])[F:17])[CH:12]=1.CC(C)([O-])C.[K+].[F:26][C:27]1[CH:28]=[C:29]([NH:34][C:35]2[N:40]=[C:39](S(C)(=O)=O)[C:38]([C:45]3[CH:46]=[C:47](/[CH:51]=[CH:52]/[C:53]([O:55][CH2:56][CH3:57])=[O:54])[CH:48]=[CH:49][CH:50]=3)=[CH:37][N:36]=2)[CH:30]=[C:31]([F:33])[CH:32]=1. (4) The reactants are: [F:1][C:2]([F:18])([F:17])[C:3]1[CH:4]=[CH:5][C:6]([N:9]2[CH2:16][CH:15]3[CH:11]([CH2:12][NH:13][CH2:14]3)[CH2:10]2)=[N:7][CH:8]=1.[CH3:19][C:20]1[CH:24]=[CH:23][O:22][C:21]=1[C:25](O)=[O:26]. Given the product [CH3:19][C:20]1[CH:24]=[CH:23][O:22][C:21]=1[C:25]([N:13]1[CH2:14][CH:15]2[CH:11]([CH2:10][N:9]([C:6]3[CH:5]=[CH:4][C:3]([C:2]([F:1])([F:17])[F:18])=[CH:8][N:7]=3)[CH2:16]2)[CH2:12]1)=[O:26], predict the reactants needed to synthesize it. (5) Given the product [CH:12]([C:7]1[CH:6]=[N:16][C:17]2[C:22]([CH:8]=1)=[CH:21][CH:20]=[C:19]([NH:23][C:24](=[O:26])[CH3:25])[CH:18]=2)=[O:29], predict the reactants needed to synthesize it. The reactants are: [Cl-].[Cl-].CN([CH:6]=[C:7]([CH:12]=[N+](C)C)[CH:8]=[N+](C)C)C.[NH2:16][C:17]1[CH:18]=[C:19]([NH:23][C:24](=[O:26])[CH3:25])[CH:20]=[CH:21][CH:22]=1.C(O)(=[O:29])C. (6) The reactants are: [CH:1]1([CH2:7][N:8]2[C:12]([CH2:13][CH2:14][N:15]3[CH2:20][CH2:19][N:18]([C:21]4[CH:26]=[CH:25][CH:24]=[C:23]([N+:27]([O-:29])=[O:28])[CH:22]=4)[CH2:17][CH2:16]3)=[N:11][NH:10][C:9]2=[O:30])[CH2:6][CH2:5][CH2:4][CH2:3][CH2:2]1.[H-].[Na+].[CH3:33]I. Given the product [CH:1]1([CH2:7][N:8]2[C:12]([CH2:13][CH2:14][N:15]3[CH2:16][CH2:17][N:18]([C:21]4[CH:26]=[CH:25][CH:24]=[C:23]([N+:27]([O-:29])=[O:28])[CH:22]=4)[CH2:19][CH2:20]3)=[N:11][N:10]([CH3:33])[C:9]2=[O:30])[CH2:6][CH2:5][CH2:4][CH2:3][CH2:2]1, predict the reactants needed to synthesize it. (7) Given the product [C:31]([C:2]1[CH:7]=[C:6]([C:8]2([CH2:13][NH:14][C:15]([NH:17][C:18]3[CH:23]=[CH:22][C:21]([C:24]4[CH:29]=[CH:28][N:27]=[C:26]([CH3:30])[CH:25]=4)=[CH:20][CH:19]=3)=[O:16])[CH2:12][CH2:11][CH2:10][CH2:9]2)[CH:5]=[CH:4][N:3]=1)#[N:32], predict the reactants needed to synthesize it. The reactants are: Cl[C:2]1[CH:7]=[C:6]([C:8]2([CH2:13][NH:14][C:15]([NH:17][C:18]3[CH:23]=[CH:22][C:21]([C:24]4[CH:29]=[CH:28][N:27]=[C:26]([CH3:30])[CH:25]=4)=[CH:20][CH:19]=3)=[O:16])[CH2:12][CH2:11][CH2:10][CH2:9]2)[CH:5]=[CH:4][N:3]=1.[CH3:31][N:32](C=O)C.